Dataset: Forward reaction prediction with 1.9M reactions from USPTO patents (1976-2016). Task: Predict the product of the given reaction. The product is: [CH3:16][O:1][CH2:2][CH2:3][S:4][C:5]1[CH:13]=[CH:12][C:8]([C:9]([OH:11])=[O:10])=[CH:7][CH:6]=1. Given the reactants [OH:1][CH2:2][CH2:3][S:4][C:5]1[CH:13]=[CH:12][C:8]([C:9]([OH:11])=[O:10])=[CH:7][CH:6]=1.[H-].[Na+].[CH3:16]I, predict the reaction product.